Dataset: Reaction yield outcomes from USPTO patents with 853,638 reactions. Task: Predict the reaction yield, written as a fraction of the theoretical maximum amount of product (1.0 means a 100% yield; for example, 0.34 means a 34% yield). (1) The reactants are [NH2:1][NH2:2].[CH2:3]([NH:10][C:11](=[O:19])[C:12]1[CH:17]=[CH:16][C:15](Cl)=[N:14][CH:13]=1)[C:4]1[CH:9]=[CH:8][CH:7]=[CH:6][CH:5]=1. The catalyst is C(O)C. The product is [CH2:3]([NH:10][C:11](=[O:19])[C:12]1[CH:17]=[CH:16][C:15]([NH:1][NH2:2])=[N:14][CH:13]=1)[C:4]1[CH:9]=[CH:8][CH:7]=[CH:6][CH:5]=1. The yield is 0.610. (2) The reactants are [Cl:1][C:2]1[CH:10]=[C:9](I)[C:5]2[O:6][CH2:7][O:8][C:4]=2[C:3]=1[NH:12][C:13]1[C:22]2[C:17](=[CH:18][C:19]([O:25][CH3:26])=[C:20]([O:23][CH3:24])[CH:21]=2)[N:16]=[CH:15][N:14]=1.[C:27]([C:29]1[CH:34]=[CH:33][CH:32]=[CH:31][N:30]=1)#[CH:28].C(NC(C)C)(C)C. The catalyst is C(OCC)(=O)C.[Cu]I.C1C=CC(P(C2C=CC=CC=2)C2C=CC=CC=2)=CC=1.C1C=CC(P(C2C=CC=CC=2)C2C=CC=CC=2)=CC=1.Cl[Pd]Cl. The product is [Cl:1][C:2]1[CH:10]=[C:9]([C:28]#[C:27][C:29]2[CH:34]=[CH:33][CH:32]=[CH:31][N:30]=2)[C:5]2[O:6][CH2:7][O:8][C:4]=2[C:3]=1[NH:12][C:13]1[C:22]2[C:17](=[CH:18][C:19]([O:25][CH3:26])=[C:20]([O:23][CH3:24])[CH:21]=2)[N:16]=[CH:15][N:14]=1. The yield is 0.600.